Dataset: NCI-60 drug combinations with 297,098 pairs across 59 cell lines. Task: Regression. Given two drug SMILES strings and cell line genomic features, predict the synergy score measuring deviation from expected non-interaction effect. (1) Drug 1: C1=CN(C=N1)CC(O)(P(=O)(O)O)P(=O)(O)O. Drug 2: CN(CCCl)CCCl.Cl. Cell line: SR. Synergy scores: CSS=48.1, Synergy_ZIP=15.8, Synergy_Bliss=23.4, Synergy_Loewe=-21.7, Synergy_HSA=-0.399. (2) Drug 1: C1=CN(C=N1)CC(O)(P(=O)(O)O)P(=O)(O)O. Drug 2: CC1CCCC2(C(O2)CC(NC(=O)CC(C(C(=O)C(C1O)C)(C)C)O)C(=CC3=CSC(=N3)C)C)C. Cell line: SF-268. Synergy scores: CSS=35.2, Synergy_ZIP=2.23, Synergy_Bliss=1.88, Synergy_Loewe=-20.3, Synergy_HSA=0.0165. (3) Drug 1: C1CCN(CC1)CCOC2=CC=C(C=C2)C(=O)C3=C(SC4=C3C=CC(=C4)O)C5=CC=C(C=C5)O. Drug 2: CC12CCC3C(C1CCC2=O)CC(=C)C4=CC(=O)C=CC34C. Cell line: T-47D. Synergy scores: CSS=32.2, Synergy_ZIP=-6.99, Synergy_Bliss=-5.71, Synergy_Loewe=-4.27, Synergy_HSA=-4.24. (4) Drug 1: C(=O)(N)NO. Drug 2: C1CC(=O)NC(=O)C1N2C(=O)C3=CC=CC=C3C2=O. Cell line: MDA-MB-231. Synergy scores: CSS=0.599, Synergy_ZIP=1.31, Synergy_Bliss=1.75, Synergy_Loewe=-0.0528, Synergy_HSA=0.170. (5) Drug 1: CN(CCCl)CCCl.Cl. Drug 2: CC12CCC3C(C1CCC2OP(=O)(O)O)CCC4=C3C=CC(=C4)OC(=O)N(CCCl)CCCl.[Na+]. Cell line: EKVX. Synergy scores: CSS=10.2, Synergy_ZIP=-3.81, Synergy_Bliss=-0.910, Synergy_Loewe=-10.1, Synergy_HSA=-2.01. (6) Drug 1: CS(=O)(=O)C1=CC(=C(C=C1)C(=O)NC2=CC(=C(C=C2)Cl)C3=CC=CC=N3)Cl. Drug 2: COC1=CC(=CC(=C1O)OC)C2C3C(COC3=O)C(C4=CC5=C(C=C24)OCO5)OC6C(C(C7C(O6)COC(O7)C8=CC=CS8)O)O. Cell line: MALME-3M. Synergy scores: CSS=28.2, Synergy_ZIP=-6.93, Synergy_Bliss=1.62, Synergy_Loewe=-22.5, Synergy_HSA=0.909. (7) Drug 1: CN(C)C1=NC(=NC(=N1)N(C)C)N(C)C. Drug 2: COC1=C2C(=CC3=C1OC=C3)C=CC(=O)O2. Synergy scores: CSS=3.29, Synergy_ZIP=0.0816, Synergy_Bliss=4.11, Synergy_Loewe=2.81, Synergy_HSA=2.13. Cell line: CAKI-1. (8) Drug 1: CNC(=O)C1=CC=CC=C1SC2=CC3=C(C=C2)C(=NN3)C=CC4=CC=CC=N4. Drug 2: C1=CC(=CC=C1CCCC(=O)O)N(CCCl)CCCl. Cell line: HOP-62. Synergy scores: CSS=19.1, Synergy_ZIP=3.74, Synergy_Bliss=-3.44, Synergy_Loewe=-5.86, Synergy_HSA=-5.59.